Dataset: Full USPTO retrosynthesis dataset with 1.9M reactions from patents (1976-2016). Task: Predict the reactants needed to synthesize the given product. (1) Given the product [CH2:31]([O:30][C:28]([N:27]=[S@@:25]([C:22]1[CH:21]=[CH:20][C:19]([NH:18][C:2]2[N:7]=[C:6]([NH:8][C@H:9]([CH3:12])[CH2:10][OH:11])[C:5]([C:13]3[S:14][CH:15]=[CH:16][CH:17]=3)=[CH:4][N:3]=2)=[CH:24][CH:23]=1)([CH:33]1[CH2:34][CH2:35]1)=[O:26])=[O:29])[CH3:32], predict the reactants needed to synthesize it. The reactants are: Cl[C:2]1[N:7]=[C:6]([NH:8][C@H:9]([CH3:12])[CH2:10][OH:11])[C:5]([C:13]2[S:14][CH:15]=[CH:16][CH:17]=2)=[CH:4][N:3]=1.[NH2:18][C:19]1[CH:24]=[CH:23][C:22]([S@@:25]([CH:33]2[CH2:35][CH2:34]2)(=[N:27][C:28]([O:30][CH2:31][CH3:32])=[O:29])=[O:26])=[CH:21][CH:20]=1. (2) Given the product [N:1]1[CH:6]=[CH:5][C:4]([C:7]2[CH:14]=[CH:13][C:10](/[CH:11]=[CH:23]/[CH:24]=[O:25])=[CH:9][CH:8]=2)=[CH:3][CH:2]=1, predict the reactants needed to synthesize it. The reactants are: [N:1]1[CH:6]=[CH:5][C:4]([C:7]2[CH:14]=[CH:13][C:10]([CH:11]=O)=[CH:9][CH:8]=2)=[CH:3][CH:2]=1.N1(C2C=C[C:23]([CH:24]=[O:25])=CC=2)C=CC=N1. (3) Given the product [CH3:1][C:2]1[C:6]([CH2:7][N:8]2[CH:12]=[C:11]([N:13]3[C:17](=[O:18])[CH2:16][N:15]([CH2:22][C:23]4[CH:28]=[CH:27][C:26]([CH3:29])=[CH:25][CH:24]=4)[C:14]3=[O:19])[CH:10]=[N:9]2)=[C:5]([CH3:20])[O:4][N:3]=1, predict the reactants needed to synthesize it. The reactants are: [CH3:1][C:2]1[C:6]([CH2:7][N:8]2[CH:12]=[C:11]([N:13]3[C:17](=[O:18])[CH2:16][NH:15][C:14]3=[O:19])[CH:10]=[N:9]2)=[C:5]([CH3:20])[O:4][N:3]=1.Br[CH2:22][C:23]1[CH:28]=[CH:27][C:26]([CH3:29])=[CH:25][CH:24]=1. (4) Given the product [OH:53][C:47]([C:49]([F:52])([F:51])[F:50])=[O:48].[CH2:30]([C:27]1[CH:28]=[CH:29][C:24]([CH2:23][O:22][C:18]2[CH:17]=[C:16]3[C:21](=[CH:20][CH:19]=2)[N:13]([C:11](=[O:12])[CH2:10][NH:9][CH2:8][CH2:7][C:6]([OH:46])=[O:5])[CH2:14][CH2:15]3)=[CH:25][C:26]=1[O:34][C:35]([F:38])([F:36])[F:37])[CH:31]([CH3:33])[CH3:32], predict the reactants needed to synthesize it. The reactants are: C([O:5][C:6](=[O:46])[CH2:7][CH2:8][N:9](C(OC(C)(C)C)=O)[CH2:10][C:11]([N:13]1[C:21]2[C:16](=[CH:17][C:18]([O:22][CH2:23][C:24]3[CH:29]=[CH:28][C:27]([CH2:30][CH:31]([CH3:33])[CH3:32])=[C:26]([O:34][C:35]([F:38])([F:37])[F:36])[CH:25]=3)=[CH:19][CH:20]=2)[CH2:15][CH2:14]1)=[O:12])(C)(C)C.[C:47]([OH:53])([C:49]([F:52])([F:51])[F:50])=[O:48]. (5) Given the product [C:11]([N:3]1[CH:4]=[CH:5][N:6]([C:7]([CH3:10])([CH3:9])[CH3:8])[SiH:2]1[CH:16]=[CH2:17])([CH3:14])([CH3:13])[CH3:12], predict the reactants needed to synthesize it. The reactants are: Cl[SiH:2]1[N:6]([C:7]([CH3:10])([CH3:9])[CH3:8])[CH:5]=[CH:4][N:3]1[C:11]([CH3:14])([CH3:13])[CH3:12].O1CC[CH2:17][CH2:16]1.C([Mg]Cl)=C. (6) Given the product [CH3:26][C:18]1[C:17]2[C:22](=[CH:23][CH:24]=[C:15]([O:14][C@H:10]3[CH2:11][CH2:12][CH2:13][NH:8][CH2:9]3)[CH:16]=2)[C:21](=[O:25])[NH:20][CH:19]=1, predict the reactants needed to synthesize it. The reactants are: C(OC([N:8]1[CH2:13][CH2:12][CH2:11][C@H:10]([O:14][C:15]2[CH:16]=[C:17]3[C:22](=[CH:23][CH:24]=2)[C:21](=[O:25])[NH:20][CH:19]=[C:18]3[CH3:26])[CH2:9]1)=O)(C)(C)C.C(O)(C(F)(F)F)=O. (7) Given the product [CH3:1][S:2]([O:6][CH2:7][CH2:8][CH2:9][O:10][C:11]1[CH:16]=[CH:15][C:14]([C:17]2[N:22]=[C:21]([C:23]#[N:24])[C:20]3[N:25]=[CH:26][N:27]([CH3:28])[C:19]=3[CH:18]=2)=[CH:13][C:12]=1[C:29]([F:31])([F:32])[F:30])(=[O:4])=[O:3], predict the reactants needed to synthesize it. The reactants are: [CH3:1][S:2](Cl)(=[O:4])=[O:3].[OH:6][CH2:7][CH2:8][CH2:9][O:10][C:11]1[CH:16]=[CH:15][C:14]([C:17]2[N:22]=[C:21]([C:23]#[N:24])[C:20]3[N:25]=[CH:26][N:27]([CH3:28])[C:19]=3[CH:18]=2)=[CH:13][C:12]=1[C:29]([F:32])([F:31])[F:30].C(N(C(C)C)CC)(C)C.